From a dataset of Reaction yield outcomes from USPTO patents with 853,638 reactions. Predict the reaction yield, written as a fraction of the theoretical maximum amount of product (1.0 means a 100% yield; for example, 0.34 means a 34% yield). (1) The reactants are [CH3:1][C:2]1([NH:6][C:7]([C:9]2[C:10]3[CH2:26][O:25][C:24]4[CH:23]=[C:22]([O:27][CH3:28])[C:21](Br)=[CH:20][C:19]=4[C:11]=3[N:12]([C:14]3[CH:18]=[CH:17][S:16][CH:15]=3)[N:13]=2)=[O:8])[CH2:5][O:4][CH2:3]1.[CH3:30][N:31]1[CH:35]=[CH:34][C:33](B2OC(C)(C)C(C)(C)O2)=[CH:32]1.C1(P(C2CCCCC2)C2C=CC=CC=2C2C([O:64]C)=CC=CC=2OC)CCCCC1.C(=O)([O-])[O-].[K+].[K+]. The catalyst is C([O-])(=O)C.[Pd+2].C([O-])(=O)C.O.O1CCOCC1. The product is [OH:64][CH2:5][C:2]([NH:6][C:7]([C:9]1[C:10]2[CH2:26][O:25][C:24]3[CH:23]=[C:22]([O:27][CH3:28])[C:21]([C:33]4[CH:34]=[CH:35][N:31]([CH3:30])[CH:32]=4)=[CH:20][C:19]=3[C:11]=2[N:12]([C:14]2[CH:18]=[CH:17][S:16][CH:15]=2)[N:13]=1)=[O:8])([CH2:3][OH:4])[CH3:1]. The yield is 0.0130. (2) The reactants are [F-].C([N+](CCCC)(CCCC)CCCC)CCC.[Si]([O:26][CH2:27][CH:28]([C@@H:30]1[C@H:34]([C@@H:35]([OH:38])[CH:36]=[CH2:37])[O:33][C:32]([CH3:40])([CH3:39])[O:31]1)[OH:29])(C(C)(C)C)(C)C. The yield is 0.980. The product is [OH:29][CH:28]([C@@H:30]1[C@H:34]([C@@H:35]([OH:38])[CH:36]=[CH2:37])[O:33][C:32]([CH3:40])([CH3:39])[O:31]1)[CH2:27][OH:26]. The catalyst is O1CCCC1. (3) The reactants are [Br:1][C:2]1[CH:3]=[N:4][CH:5]=[C:6]([F:9])[C:7]=1[Cl:8].Cl. The catalyst is CCCCC. The product is [ClH:8].[Br:1][C:2]1[CH:3]=[N:4][CH:5]=[C:6]([F:9])[C:7]=1[Cl:8]. The yield is 0.600. (4) The reactants are Cl[C:2]1[N:7]=[C:6]([NH:8][C:9]2[CH:14]=[CH:13][CH:12]=[CH:11][C:10]=2[S:15]([CH:18]([CH3:20])[CH3:19])(=[O:17])=[O:16])[C:5]([Cl:21])=[CH:4][N:3]=1.[NH2:22][C:23]1[C:42]([O:43][CH3:44])=[CH:41][C:26]2[CH2:27][CH2:28][N:29]([CH2:32][C:33]([N:35]3[CH2:40][CH2:39][O:38][CH2:37][CH2:36]3)=[O:34])[CH2:30][CH2:31][C:25]=2[CH:24]=1. No catalyst specified. The product is [Cl:21][C:5]1[C:6]([NH:8][C:9]2[CH:14]=[CH:13][CH:12]=[CH:11][C:10]=2[S:15]([CH:18]([CH3:20])[CH3:19])(=[O:17])=[O:16])=[N:7][C:2]([NH:22][C:23]2[C:42]([O:43][CH3:44])=[CH:41][C:26]3[CH2:27][CH2:28][N:29]([CH2:32][C:33]([N:35]4[CH2:40][CH2:39][O:38][CH2:37][CH2:36]4)=[O:34])[CH2:30][CH2:31][C:25]=3[CH:24]=2)=[N:3][CH:4]=1. The yield is 0.600. (5) The reactants are [NH:1]1[C:9]2[C:4](=[CH:5][C:6]([C:10]([N:12]3[CH2:18][C:17]4([CH3:20])[CH2:19][CH:13]3[CH2:14][C:15]([CH3:22])([CH3:21])[CH2:16]4)=[O:11])=[CH:7][CH:8]=2)[CH:3]=[CH:2]1.C[Mg]I.Br[C:27]1[S:28][CH:29]=[CH:30][N:31]=1.O. The catalyst is C1C=CC=CC=1. The product is [S:28]1[CH:29]=[CH:30][N:31]=[C:27]1[C:3]1[C:4]2[C:9](=[CH:8][CH:7]=[C:6]([C:10]([N:12]3[CH2:18][C:17]4([CH3:20])[CH2:19][CH:13]3[CH2:14][C:15]([CH3:22])([CH3:21])[CH2:16]4)=[O:11])[CH:5]=2)[NH:1][CH:2]=1. The yield is 0.250. (6) The reactants are [F:1][C:2]1[C:7]([F:8])=[CH:6][CH:5]=[CH:4][C:3]=1[C@H:9]([CH2:12][CH2:13][CH:14]=[CH2:15])[CH:10]=O.C1C=CC=CC=1.[CH3:22][C:23]([S@:26]([NH2:28])=[O:27])([CH3:25])[CH3:24]. The catalyst is O1CCCC1.[Cl-].[Na+].O.[O-]CC.[Ti+4].[O-]CC.[O-]CC.[O-]CC. The product is [F:1][C:2]1[C:7]([F:8])=[CH:6][CH:5]=[CH:4][C:3]=1[C@H:9]([CH2:12][CH2:13][CH:14]=[CH2:15])/[CH:10]=[N:28]/[S@@:26]([C:23]([CH3:25])([CH3:24])[CH3:22])=[O:27]. The yield is 0.730. (7) The reactants are [H-].[Na+].[NH:3]1[C:11]2[C:6](=[CH:7][C:8]([O:12][C:13]3[CH:18]=[CH:17][N:16]=[C:15]([NH2:19])[CH:14]=3)=[CH:9][CH:10]=2)[CH:5]=[CH:4]1.[CH2:20]([NH:22][C:23](=O)[O:24]C1C=CC=CC=1)[CH3:21]. The catalyst is CN(C)C=O. The product is [CH2:20]([NH:22][C:23]([N:3]1[C:11]2[C:6](=[CH:7][C:8]([O:12][C:13]3[CH:18]=[CH:17][N:16]=[C:15]([NH2:19])[CH:14]=3)=[CH:9][CH:10]=2)[CH:5]=[CH:4]1)=[O:24])[CH3:21]. The yield is 0.803.